From a dataset of Forward reaction prediction with 1.9M reactions from USPTO patents (1976-2016). Predict the product of the given reaction. (1) Given the reactants C(NC1C=CC(C2C=C3C(CN([C@@H](C(C)C)C(O)=O)C3=O)=CC=2)=CC=1)(=O)C1C=CC=CC=1.[CH3:33][C:34]([N:40]1[CH2:48][C:47]2[C:42](=[CH:43][C:44]([C:49]3[CH:54]=[CH:53][C:52]([NH:55][C:56](=[O:68])[C:57]4[CH:62]=[CH:61][C:60]([CH2:63][CH2:64][CH2:65][CH2:66][CH3:67])=[CH:59][CH:58]=4)=[CH:51][CH:50]=3)=[CH:45][CH:46]=2)[C:41]1=[O:69])([CH3:39])[C:35]([O:37]C)=[O:36], predict the reaction product. The product is: [CH3:33][C:34]([N:40]1[CH2:48][C:47]2[C:42](=[CH:43][C:44]([C:49]3[CH:54]=[CH:53][C:52]([NH:55][C:56](=[O:68])[C:57]4[CH:58]=[CH:59][C:60]([CH2:63][CH2:64][CH2:65][CH2:66][CH3:67])=[CH:61][CH:62]=4)=[CH:51][CH:50]=3)=[CH:45][CH:46]=2)[C:41]1=[O:69])([CH3:39])[C:35]([OH:37])=[O:36]. (2) Given the reactants [F-].[CH3:2][N+:3]([CH3:6])([CH3:5])[CH3:4].S(OC)(OC)=O.[CH2:13]([O:15][S:16]([O-:18])=[O:17])[CH3:14].C([N+](CCCC)(CCCC)CCCC)CCC, predict the reaction product. The product is: [CH2:13]([O:15][S:16]([O-:18])=[O:17])[CH3:14].[CH3:2][N+:3]([CH3:6])([CH3:5])[CH3:4]. (3) Given the reactants [CH2:1]([N:3]1[CH2:8][C:7]([CH2:11][CH3:12])([CH2:9][CH3:10])[O:6][C:5](=[O:13])[CH:4]1[CH2:14][C:15]([OH:17])=O)[CH3:2].C(N(C(C)C)CC)(C)C.CN(C(ON1N=NC2C=CC=NC1=2)=[N+](C)C)C.F[P-](F)(F)(F)(F)F.[CH:51]([C:54]1[CH:60]=[CH:59][C:57]([NH2:58])=[CH:56][CH:55]=1)([CH3:53])[CH3:52], predict the reaction product. The product is: [CH:51]([C:54]1[CH:60]=[CH:59][C:57]([NH:58][C:15](=[O:17])[CH2:14][CH:4]2[C:5](=[O:13])[O:6][C:7]([CH2:9][CH3:10])([CH2:11][CH3:12])[CH2:8][N:3]2[CH2:1][CH3:2])=[CH:56][CH:55]=1)([CH3:53])[CH3:52]. (4) Given the reactants [C:1]([OH:20])(=O)[CH2:2][CH2:3][CH2:4][CH2:5][CH2:6][CH2:7][CH2:8][CH2:9][CH2:10][CH2:11][CH2:12][CH2:13][CH2:14][CH2:15][CH2:16][CH2:17][CH3:18].[CH3:21][N:22]([CH3:27])[CH2:23][CH2:24][CH2:25][NH2:26].[BH4-].[Na+], predict the reaction product. The product is: [C:1]([NH:26][CH2:25][CH2:24][CH2:23][N:22]([CH3:27])[CH3:21])(=[O:20])[CH2:2][CH2:3][CH2:4][CH2:5][CH2:6][CH2:7][CH2:8][CH2:9][CH2:10][CH2:11][CH2:12][CH2:13][CH2:14][CH2:15][CH2:16][CH2:17][CH3:18]. (5) Given the reactants [Cl:1][C:2]1[N:7]=[C:6]([C:8]#[N:9])[C:5]([N+:10]([O-:12])=[O:11])=[CH:4][CH:3]=1.[OH:13]S(O)(=O)=O, predict the reaction product. The product is: [Cl:1][C:2]1[N:7]=[C:6]([C:8]([NH2:9])=[O:13])[C:5]([N+:10]([O-:12])=[O:11])=[CH:4][CH:3]=1. (6) Given the reactants [CH3:1][N:2]([C:6]1[CH:11]=[CH:10][C:9]([N+:12]([O-])=O)=[C:8]([N:15]2[CH2:20][CH2:19][CH2:18][CH2:17][CH2:16]2)[CH:7]=1)[C:3](=[O:5])[CH3:4], predict the reaction product. The product is: [NH2:12][C:9]1[CH:10]=[CH:11][C:6]([N:2]([CH3:1])[C:3](=[O:5])[CH3:4])=[CH:7][C:8]=1[N:15]1[CH2:20][CH2:19][CH2:18][CH2:17][CH2:16]1.